The task is: Regression. Given a peptide amino acid sequence and an MHC pseudo amino acid sequence, predict their binding affinity value. This is MHC class I binding data.. This data is from Peptide-MHC class I binding affinity with 185,985 pairs from IEDB/IMGT. The MHC is HLA-C04:01 with pseudo-sequence HLA-C04:01. The binding affinity (normalized) is 0.0847. The peptide sequence is YYLIKYLHV.